Dataset: Full USPTO retrosynthesis dataset with 1.9M reactions from patents (1976-2016). Task: Predict the reactants needed to synthesize the given product. (1) Given the product [Br:1][C:2]1[CH:7]=[CH:6][C:5]([I:8])=[CH:4][C:3]=1[CH2:9][C:11]1[CH:20]=[CH:19][C:14]2[O:15][CH2:16][CH2:17][O:18][C:13]=2[CH:12]=1, predict the reactants needed to synthesize it. The reactants are: [Br:1][C:2]1[CH:7]=[CH:6][C:5]([I:8])=[CH:4][C:3]=1[C:9]([C:11]1[CH:20]=[CH:19][C:14]2[O:15][CH2:16][CH2:17][O:18][C:13]=2[CH:12]=1)=O.C([SiH](CC)CC)C.OS(C(F)(F)F)(=O)=O. (2) Given the product [C:70]([O:69][CH2:68][CH3:67])(=[O:71])[CH2:72][C:73]([CH2:74][C:75]([O:77][CH2:78][CH3:79])=[O:76])([C:82]([O:84][CH2:85][CH3:86])=[O:83])[OH:89], predict the reactants needed to synthesize it. The reactants are: C([O-])(=O)C1C(=CC=CC=1)C([O-])=O.ClC1C=C(Cl)C(Cl)=CC=1C1C=CC=C(C(OCCCCC)=O)C=1OC(=O)C(OC1C(C(OCCCCC)=O)=CC=CC=1C1C=C(Cl)C(Cl)=CC=1Cl)=O.CC[CH2:67][CH2:68][O:69][C:70]([CH2:72][C:73]([O:89]C(C)=O)([C:82]([O:84][CH2:85][CH2:86]CC)=[O:83])[CH2:74][C:75]([O:77][CH2:78][CH2:79]CC)=[O:76])=[O:71].OO.C([O-])(=O)C1C(=CC=CC=1)O.[Na+]. (3) Given the product [CH2:36]([O:35][CH2:34][CH2:33][CH:26]([C:25](=[O:31])[C:12]1[CH:13]=[CH:14][C:15]([O:23][CH3:24])=[C:16]([O:17][CH:18]2[CH2:22][CH2:21][CH2:20][CH2:19]2)[C:11]=1[O:10][CH:5]1[CH2:6][CH2:7][CH2:8][CH2:9]1)[C:27]([O:29][CH2:30][CH3:2])=[O:28])[C:37]1[CH:42]=[CH:41][CH:40]=[CH:39][CH:38]=1, predict the reactants needed to synthesize it. The reactants are: [O-][CH2:2]C.[Na+].[CH:5]1([O:10][C:11]2[C:16]([O:17][CH:18]3[CH2:22][CH2:21][CH2:20][CH2:19]3)=[C:15]([O:23][CH3:24])[CH:14]=[CH:13][C:12]=2[C:25](=[O:31])[CH2:26][C:27]([O:29][CH3:30])=[O:28])[CH2:9][CH2:8][CH2:7][CH2:6]1.Br[CH2:33][CH2:34][O:35][CH2:36][C:37]1[CH:42]=[CH:41][CH:40]=[CH:39][CH:38]=1. (4) Given the product [C:28]([CH:4]([C:5](=[O:27])[CH:6]=[CH:7][CH:8]=[CH:9][CH:10]=[CH:11][CH:12]=[CH:13][CH:14]=[CH:15][CH:16]=[CH:17][CH2:18][CH2:19][CH2:20][CH2:21][CH2:22][CH2:23][CH2:24][CH2:25][CH3:26])[OH:3])(=[O:50])[CH:29]=[CH:30][CH:31]=[CH:32][CH:33]=[CH:34][CH:35]=[CH:36][CH:37]=[CH:38][CH:39]=[CH:40][CH2:41][CH2:42][CH2:43][CH2:44][CH2:45][CH2:46][CH2:47][CH2:48][CH3:49], predict the reactants needed to synthesize it. The reactants are: C([O:3][CH:4]([C:28](=[O:50])[CH:29]=[CH:30][CH:31]=[CH:32][CH:33]=[CH:34][CH:35]=[CH:36][CH:37]=[CH:38][CH:39]=[CH:40][CH2:41][CH2:42][CH2:43][CH2:44][CH2:45][CH2:46][CH2:47][CH2:48][CH3:49])[C:5](=[O:27])[CH:6]=[CH:7][CH:8]=[CH:9][CH:10]=[CH:11][CH:12]=[CH:13][CH:14]=[CH:15][CH:16]=[CH:17][CH2:18][CH2:19][CH2:20][CH2:21][CH2:22][CH2:23][CH2:24][CH2:25][CH3:26])=O.[OH-].[K+]. (5) Given the product [CH3:13][C:14]1[N:18]([CH2:19][CH2:20][CH2:21][N:22]2[C:9](=[O:11])[C:5]3[S:6][CH:7]=[CH:8][C:4]=3[NH:1][C:2]2=[S:3])[CH:17]=[N:16][CH:15]=1, predict the reactants needed to synthesize it. The reactants are: [N:1]([C:4]1[CH:8]=[CH:7][S:6][C:5]=1[C:9]([O:11]C)=O)=[C:2]=[S:3].[CH3:13][C:14]1[N:18]([CH2:19][CH2:20][CH2:21][NH2:22])[CH:17]=[N:16][CH:15]=1. (6) The reactants are: [CH3:1][N:2]([CH3:30])[C:3]1([C:24]2[CH:29]=[CH:28][CH:27]=[CH:26][CH:25]=2)[CH2:8][CH2:7][CH:6]([CH2:9][C:10]([NH:12][CH2:13][CH2:14][C:15]2[C:23]3[C:18](=[CH:19][CH:20]=[CH:21][CH:22]=3)[NH:17][CH:16]=2)=[O:11])[CH2:5][CH2:4]1.[Cl:31][Si](C)(C)C. Given the product [ClH:31].[CH3:30][N:2]([CH3:1])[C:3]1([C:24]2[CH:29]=[CH:28][CH:27]=[CH:26][CH:25]=2)[CH2:8][CH2:7][CH:6]([CH2:9][C:10]([NH:12][CH2:13][CH2:14][C:15]2[C:23]3[C:18](=[CH:19][CH:20]=[CH:21][CH:22]=3)[NH:17][CH:16]=2)=[O:11])[CH2:5][CH2:4]1, predict the reactants needed to synthesize it.